Dataset: Reaction yield outcomes from USPTO patents with 853,638 reactions. Task: Predict the reaction yield, written as a fraction of the theoretical maximum amount of product (1.0 means a 100% yield; for example, 0.34 means a 34% yield). The reactants are [Cl:1][C:2]([F:13])([F:12])[C:3]1[N:8]=[CH:7][C:6]([CH:9](O)[CH3:10])=[CH:5][CH:4]=1.S(Cl)([Cl:16])=O. The catalyst is C(Cl)Cl. The product is [Cl:1][C:2]([F:13])([F:12])[C:3]1[CH:4]=[CH:5][C:6]([CH:9]([Cl:16])[CH3:10])=[CH:7][N:8]=1. The yield is 0.980.